From a dataset of M1 muscarinic receptor agonist screen with 61,833 compounds. Binary Classification. Given a drug SMILES string, predict its activity (active/inactive) in a high-throughput screening assay against a specified biological target. (1) The compound is O(C(=O)C(NC(=O)Nc1c(CC)cccc1)C)C. The result is 0 (inactive). (2) The drug is O=c1[nH]c(Nc2c(cccc2)C)cc2c1cccc2. The result is 1 (active). (3) The compound is O1CCN(CN2c3c(/C(=N\c4ccc(OCC)cc4)C2=O)cccc3)CC1. The result is 0 (inactive). (4) The compound is s1c(nnc1N(C(=O)C1CCOC1)C)C1CCOC1. The result is 0 (inactive). (5) The molecule is Fc1cc(Nc2ncnc3n(ncc23)c2ccccc2)ccc1. The result is 0 (inactive). (6) The result is 1 (active). The molecule is O=c1n(CCCCC)c(=O)[nH]c2c1ccc(c2)C(=O)NCCN(CC)CC. (7) The drug is S(c1n(Cc2occc2)c(nn1)c1ccncc1)CC(=O)Nc1c(cccc1C)C. The result is 0 (inactive). (8) The compound is Clc1c(nc(N(S(=O)(=O)c2ccc(cc2)C)CC(OC)=O)nc1OC)C. The result is 0 (inactive). (9) The compound is S(=O)(=O)(N1CCN(CC1)C)c1c(OC)ccc(c1)C(=O)Nc1cc2OCOc2cc1C#N. The result is 0 (inactive).